Predict hERG channel inhibition at various concentrations. From a dataset of hERG Central: cardiac toxicity at 1µM, 10µM, and general inhibition. The drug is CCN(CC)CCn1c(NC(=O)c2ccccc2O)nc2ccccc21. Results: hERG_inhib (hERG inhibition (general)): blocker.